From a dataset of Full USPTO retrosynthesis dataset with 1.9M reactions from patents (1976-2016). Predict the reactants needed to synthesize the given product. (1) Given the product [N:37]1([CH2:41][C:42]2[N:46]([CH3:47])[N:45]=[C:44]([NH:48][C:49]3[C:50](=[O:57])[N:51]([CH3:56])[N:52]=[C:53]([C:11]4[CH:10]=[CH:9][CH:8]=[C:7]([N:21]5[N:30]=[CH:29][C:28]6[C:23](=[C:24]([F:35])[CH:25]=[C:26]([C:31]([CH3:33])([CH3:34])[CH3:32])[CH:27]=6)[C:22]5=[O:36])[C:6]=4[CH2:5][O:4][C:1](=[O:3])[CH3:2])[CH:54]=3)[CH:43]=2)[CH2:40][CH2:39][CH2:38]1, predict the reactants needed to synthesize it. The reactants are: [C:1]([O:4][CH2:5][C:6]1[C:11](B2OC(C)(C)C(C)(C)O2)=[CH:10][CH:9]=[CH:8][C:7]=1[N:21]1[N:30]=[CH:29][C:28]2[C:23](=[C:24]([F:35])[CH:25]=[C:26]([C:31]([CH3:34])([CH3:33])[CH3:32])[CH:27]=2)[C:22]1=[O:36])(=[O:3])[CH3:2].[N:37]1([CH2:41][C:42]2[N:46]([CH3:47])[N:45]=[C:44]([NH:48][C:49]3[C:50](=[O:57])[N:51]([CH3:56])[N:52]=[C:53](Cl)[CH:54]=3)[CH:43]=2)[CH2:40][CH2:39][CH2:38]1.P([O-])([O-])([O-])=O.[K+].[K+].[K+].C1(P(C2CCCCC2)C2C=CC=CC=2C2C(C(C)C)=CC(C(C)C)=CC=2C(C)C)CCCCC1.[Cl-].[NH4+]. (2) Given the product [O-:11][C:9]([C:8]([F:13])([F:12])[F:7])=[O:10].[NH2:1][N:2]1[CH:6]=[NH+:5][N:4]=[CH:3]1, predict the reactants needed to synthesize it. The reactants are: [NH2:1][N:2]1[CH:6]=[N:5][N:4]=[CH:3]1.[F:7][C:8]([F:13])([F:12])[C:9]([OH:11])=[O:10]. (3) Given the product [CH2:18]([N:20]([CH2:24][CH3:25])[CH2:21][C:22]#[C:23][C:2]1[CH:3]=[CH:4][C:5]2[C:9]3[CH:10]=[CH:11][C:12]([C:33]#[C:27][CH2:26][N:28]([CH2:31][CH3:32])[CH2:29][CH3:30])=[CH:13][C:8]=3[S:7](=[O:16])(=[O:15])[C:6]=2[CH:17]=1)[CH3:19], predict the reactants needed to synthesize it. The reactants are: Br[C:2]1[CH:3]=[CH:4][C:5]2[C:9]3[CH:10]=[CH:11][C:12](Br)=[CH:13][C:8]=3[S:7](=[O:16])(=[O:15])[C:6]=2[CH:17]=1.[CH2:18]([N:20]([CH2:24][CH3:25])[CH2:21][C:22]#[CH:23])[CH3:19].[CH2:26]([N:28]([CH2:31][CH3:32])[CH2:29][CH3:30])[CH3:27].[CH3:33]N(C=O)C.